From a dataset of Forward reaction prediction with 1.9M reactions from USPTO patents (1976-2016). Predict the product of the given reaction. Given the reactants [NH2:1][C:2]1[N:6]([C:7]2[CH:8]=[C:9]([O:13][CH2:14][CH2:15][OH:16])[CH:10]=[N:11][CH:12]=2)[N:5]=[C:4]([C:17]([CH3:20])([CH3:19])[CH3:18])[CH:3]=1.Cl[C:22]([O:24][CH2:25][C:26]([Cl:29])([Cl:28])[Cl:27])=[O:23], predict the reaction product. The product is: [Cl:27][C:26]([Cl:29])([Cl:28])[CH2:25][O:24][C:22](=[O:23])[NH:1][C:2]1[N:6]([C:7]2[CH:12]=[N:11][CH:10]=[C:9]([O:13][CH2:14][CH2:15][OH:16])[CH:8]=2)[N:5]=[C:4]([C:17]([CH3:20])([CH3:19])[CH3:18])[CH:3]=1.